Dataset: Reaction yield outcomes from USPTO patents with 853,638 reactions. Task: Predict the reaction yield, written as a fraction of the theoretical maximum amount of product (1.0 means a 100% yield; for example, 0.34 means a 34% yield). (1) The reactants are [NH2:1][C:2]1[CH:3]=[N:4][C:5]2[C:10]([C:11]=1[NH:12][CH2:13][C:14]1([OH:20])[CH2:19][CH2:18][O:17][CH2:16][CH2:15]1)=[CH:9][CH:8]=[CH:7][CH:6]=2.[CH2:21]([O:23][CH2:24][C:25](Cl)=O)[CH3:22]. No catalyst specified. The product is [CH2:21]([O:23][CH2:24][C:25]1[N:12]([CH2:13][C:14]2([OH:20])[CH2:19][CH2:18][O:17][CH2:16][CH2:15]2)[C:11]2[C:10]3[CH:9]=[CH:8][CH:7]=[CH:6][C:5]=3[N:4]=[CH:3][C:2]=2[N:1]=1)[CH3:22]. The yield is 0.760. (2) The catalyst is CN(C)C=O.O. The product is [Br:1][C:2]1[CH:3]=[C:4]([C:11]([N:13]2[CH2:18][CH2:17][O:16][C:15]3[N:19]=[CH:20][C:21]([C:23]4[CH:28]=[CH:27][CH:26]=[CH:25][C:24]=4[C:29]([F:30])([F:32])[F:31])=[CH:22][C:14]2=3)=[O:12])[CH:5]=[C:6]([Br:10])[C:7]=1[OH:8]. The yield is 0.690. The reactants are [Br:1][C:2]1[CH:3]=[C:4]([C:11]([N:13]2[CH2:18][CH2:17][O:16][C:15]3[N:19]=[CH:20][C:21]([C:23]4[CH:28]=[CH:27][CH:26]=[CH:25][C:24]=4[C:29]([F:32])([F:31])[F:30])=[CH:22][C:14]2=3)=[O:12])[CH:5]=[C:6]([Br:10])[C:7]=1[O:8]C.[Br-].[Li+].N1CCNCC1.Cl. (3) The reactants are [C:1]([O:5][C:6](=[O:15])[NH:7][C:8]1[CH:9]=[N:10][CH:11]=[C:12]([CH3:14])[CH:13]=1)([CH3:4])([CH3:3])[CH3:2].CNCCN(C)C.C([Li])CCC.[I:28]I. The catalyst is C1COCC1. The product is [C:1]([O:5][C:6](=[O:15])[NH:7][C:8]1[CH:9]=[N:10][CH:11]=[C:12]([CH3:14])[C:13]=1[I:28])([CH3:4])([CH3:3])[CH3:2]. The yield is 0.140. (4) The reactants are [CH:1]([NH:4][C:5]([NH2:7])=[NH:6])([CH3:3])[CH3:2].[C:8](O[C:8]([O:10][CH2:11][C:12]1[CH:17]=[CH:16][CH:15]=[CH:14][CH:13]=1)=[O:9])([O:10][CH2:11][C:12]1[CH:17]=[CH:16][CH:15]=[CH:14][CH:13]=1)=[O:9]. The catalyst is CN(C=O)C.C(Cl)(Cl)Cl. The product is [CH2:11]([O:10][C:8]([NH:6][C:5]([NH:4][CH:1]([CH3:3])[CH3:2])=[NH:7])=[O:9])[C:12]1[CH:17]=[CH:16][CH:15]=[CH:14][CH:13]=1. The yield is 0.760. (5) The reactants are [CH3:1][C:2]1[N:3]([CH2:9][CH:10]2[CH2:15][CH2:14][O:13][CH2:12][CH2:11]2)[C:4](=[NH:8])[S:5][C:6]=1[CH3:7].[C:16]12([C:26](O)=[O:27])[CH2:25][CH:20]3[CH2:21][CH:22]([CH2:24][CH:18]([CH2:19]3)[CH2:17]1)[CH2:23]2. No catalyst specified. The product is [CH3:1][C:2]1[N:3]([CH2:9][CH:10]2[CH2:15][CH2:14][O:13][CH2:12][CH2:11]2)[C:4](=[N:8][C:26]([C:16]23[CH2:25][CH:20]4[CH2:19][CH:18]([CH2:24][CH:22]([CH2:21]4)[CH2:23]2)[CH2:17]3)=[O:27])[S:5][C:6]=1[CH3:7]. The yield is 0.130. (6) The reactants are [Br:1][C:2]1[S:3][C:4]([C:10]2[NH:14][CH:13]=[N:12][N:11]=2)=[C:5]([Br:9])[C:6]=1[C:7]#[N:8].O1CCCC1.[O:20]1[CH:25]=[CH:24][CH2:23][CH2:22][CH2:21]1.O.C1(C)C=CC(S(O)(=O)=O)=CC=1. The catalyst is O. The product is [Br:1][C:2]1[S:3][C:4]([C:10]2[N:14]=[CH:13][N:12]([CH:21]3[CH2:22][CH2:23][CH2:24][CH2:25][O:20]3)[N:11]=2)=[C:5]([Br:9])[C:6]=1[C:7]#[N:8]. The yield is 0.840. (7) The reactants are I.[NH2:2][C:3]1[C:4]([C:11]([NH:13][C:14](=[NH:17])SC)=[O:12])=[N:5][C:6]([Cl:10])=[C:7]([NH2:9])[N:8]=1.Br.[OH:19][C:20]1[CH:21]=[C:22]([CH2:27][CH2:28][CH2:29][CH2:30][NH2:31])[CH:23]=[CH:24][C:25]=1[OH:26]. The catalyst is C1COCC1.C(N(CC)CC)C. The product is [ClH:10].[OH:19][C:20]1[CH:21]=[C:22]([CH2:27][CH2:28][CH2:29][CH2:30][NH:31][C:14]([NH:13][C:11]([C:4]2[C:3]([NH2:2])=[N:8][C:7]([NH2:9])=[C:6]([Cl:10])[N:5]=2)=[O:12])=[NH:17])[CH:23]=[CH:24][C:25]=1[OH:26]. The yield is 0.510. (8) The reactants are [Si](O[CH2:9][CH2:10][N:11]1[C:15]2[CH:16]=[CH:17][CH:18]=[CH:19][C:14]=2[N:13]=[C:12]1[CH:20]([C:22]1[CH:26]=[C:25]([CH:27]2[O:31]CCO2)[S:24][C:23]=1[CH3:32])[OH:21])(C(C)(C)C)(C)C.C(Cl)Cl.C(O)(C(F)(F)F)=O. The catalyst is O. The product is [CH:20]1([C:22]2[CH:26]=[C:25]([CH:27]=[O:31])[S:24][C:23]=2[CH3:32])[C:12]2=[N:13][C:14]3[CH:19]=[CH:18][CH:17]=[CH:16][C:15]=3[N:11]2[CH2:10][CH2:9][O:21]1. The yield is 0.410. (9) The reactants are [CH2:1]([O:8][C:9]1[C:10]([CH2:19][OH:20])=[CH:11][C:12]2[C:17]([CH:18]=1)=[CH:16][CH:15]=[CH:14][CH:13]=2)[C:2]1[CH:7]=[CH:6][CH:5]=[CH:4][CH:3]=1. The catalyst is ClCCl.[O-2].[O-2].[Mn+4]. The product is [CH2:1]([O:8][C:9]1[C:10]([CH:19]=[O:20])=[CH:11][C:12]2[C:17]([CH:18]=1)=[CH:16][CH:15]=[CH:14][CH:13]=2)[C:2]1[CH:3]=[CH:4][CH:5]=[CH:6][CH:7]=1. The yield is 0.990.